Dataset: Full USPTO retrosynthesis dataset with 1.9M reactions from patents (1976-2016). Task: Predict the reactants needed to synthesize the given product. (1) Given the product [CH3:11][C:12]1[N:13]([C:2]2[CH:3]=[C:4]([CH:8]=[CH:9][N:10]=2)[C:5]([OH:7])=[O:6])[CH:14]=[C:15]([CH3:17])[N:16]=1, predict the reactants needed to synthesize it. The reactants are: Br[C:2]1[CH:3]=[C:4]([CH:8]=[CH:9][N:10]=1)[C:5]([OH:7])=[O:6].[CH3:11][C:12]1[NH:13][CH:14]=[C:15]([CH3:17])[N:16]=1. (2) Given the product [Cl:1][C:2]1[CH:3]=[CH:4][C:5]([CH:13]([CH3:15])[CH3:14])=[C:6]([CH:7]=1)[CH2:8][NH:9][CH:10]1[CH2:12][CH2:11]1, predict the reactants needed to synthesize it. The reactants are: [Cl:1][C:2]1[CH:3]=[CH:4][C:5]([CH:13]([CH3:15])[CH3:14])=[C:6]([CH:8]=[N:9][CH:10]2[CH2:12][CH2:11]2)[CH:7]=1.